This data is from TCR-epitope binding with 47,182 pairs between 192 epitopes and 23,139 TCRs. The task is: Binary Classification. Given a T-cell receptor sequence (or CDR3 region) and an epitope sequence, predict whether binding occurs between them. (1) The epitope is SLVKPSFYV. Result: 1 (the TCR binds to the epitope). The TCR CDR3 sequence is CASSEPSGWDTTDTQYF. (2) The epitope is EEHVQIHTI. The TCR CDR3 sequence is CASSQPPGQGWRGNQPQHF. Result: 1 (the TCR binds to the epitope). (3) The epitope is FVDGVPFVV. The TCR CDR3 sequence is CASSPEVARVAQHF. Result: 1 (the TCR binds to the epitope). (4) The epitope is KRWIILGLNK. The TCR CDR3 sequence is CAWSLLGVDSQYF. Result: 0 (the TCR does not bind to the epitope).